From a dataset of NCI-60 drug combinations with 297,098 pairs across 59 cell lines. Regression. Given two drug SMILES strings and cell line genomic features, predict the synergy score measuring deviation from expected non-interaction effect. (1) Drug 1: CS(=O)(=O)C1=CC(=C(C=C1)C(=O)NC2=CC(=C(C=C2)Cl)C3=CC=CC=N3)Cl. Drug 2: CN(CCCl)CCCl.Cl. Cell line: COLO 205. Synergy scores: CSS=14.1, Synergy_ZIP=-3.94, Synergy_Bliss=-2.22, Synergy_Loewe=-15.0, Synergy_HSA=-7.91. (2) Drug 1: CC1=C2C(C(=O)C3(C(CC4C(C3C(C(C2(C)C)(CC1OC(=O)C(C(C5=CC=CC=C5)NC(=O)C6=CC=CC=C6)O)O)OC(=O)C7=CC=CC=C7)(CO4)OC(=O)C)O)C)OC(=O)C. Drug 2: C1CN(CCN1C(=O)CCBr)C(=O)CCBr. Cell line: SK-OV-3. Synergy scores: CSS=32.1, Synergy_ZIP=-4.39, Synergy_Bliss=0.376, Synergy_Loewe=-14.2, Synergy_HSA=-0.489. (3) Drug 1: CC1OCC2C(O1)C(C(C(O2)OC3C4COC(=O)C4C(C5=CC6=C(C=C35)OCO6)C7=CC(=C(C(=C7)OC)O)OC)O)O. Drug 2: C1=NC2=C(N=C(N=C2N1C3C(C(C(O3)CO)O)F)Cl)N. Cell line: IGROV1. Synergy scores: CSS=23.9, Synergy_ZIP=-11.6, Synergy_Bliss=-3.85, Synergy_Loewe=-0.683, Synergy_HSA=0.0496. (4) Drug 1: CNC(=O)C1=CC=CC=C1SC2=CC3=C(C=C2)C(=NN3)C=CC4=CC=CC=N4. Drug 2: C1CN(CCN1C(=O)CCBr)C(=O)CCBr. Cell line: SN12C. Synergy scores: CSS=6.25, Synergy_ZIP=-4.49, Synergy_Bliss=1.27, Synergy_Loewe=0.964, Synergy_HSA=2.23.